This data is from Forward reaction prediction with 1.9M reactions from USPTO patents (1976-2016). The task is: Predict the product of the given reaction. (1) Given the reactants [C:1]([C:3]1[CH:8]=[CH:7][C:6]([CH:9]([CH3:13])[C:10]([OH:12])=O)=[CH:5][CH:4]=1)#[N:2].CN(C)CCCN=C=NCC.ON1C2C=CC=CC=2N=N1.[C:35]1([CH3:53])[CH:40]=[CH:39][CH:38]=[C:37]([C:41]2[C:46]([CH2:47][NH2:48])=[CH:45][CH:44]=[C:43]([C:49]([F:52])([F:51])[F:50])[N:42]=2)[CH:36]=1.C(N(CC)CC)C, predict the reaction product. The product is: [C:1]([C:3]1[CH:4]=[CH:5][C:6]([CH:9]([CH3:13])[C:10]([NH:48][CH2:47][C:46]2[C:41]([C:37]3[CH:36]=[C:35]([CH3:53])[CH:40]=[CH:39][CH:38]=3)=[N:42][C:43]([C:49]([F:52])([F:50])[F:51])=[CH:44][CH:45]=2)=[O:12])=[CH:7][CH:8]=1)#[N:2]. (2) The product is: [F:27][C:28]1[CH:33]=[CH:32][C:31]([F:34])=[CH:30][C:29]=1[CH:35]1[CH2:44][CH:43]([OH:45])[C:42]2[C:37](=[CH:38][CH:39]=[C:40]([O:46][C:7]3[CH:6]=[CH:5][C:4]([N+:1]([O-:3])=[O:2])=[CH:9][N:8]=3)[CH:41]=2)[O:36]1. Given the reactants [N+:1]([C:4]1[CH:5]=[CH:6][C:7](OC2C=C3C(=CC=2)OC(C2C=CC=CC=2)CC3)=[N:8][CH:9]=1)([O-:3])=[O:2].[F:27][C:28]1[CH:33]=[CH:32][C:31]([F:34])=[CH:30][C:29]=1[CH:35]1[CH2:44][CH:43]([OH:45])[C:42]2[C:37](=[CH:38][CH:39]=[C:40]([OH:46])[CH:41]=2)[O:36]1, predict the reaction product. (3) Given the reactants [NH:1]1[CH:5]=[CH:4][N:3]=[C:2]1[CH2:6][NH:7][CH2:8][C:9]1[CH:28]=[CH:27][CH:26]=[CH:25][C:10]=1C(NCCCCN(CCC)CCC)=O.C([O:34][CH3:35])(OC)OC.[CH3:36][C:37]1[N:38]=[CH:39][NH:40][C:41]=1[CH:42]=O.[C:44]([BH3-])#[N:45].[Na+].[C:48](O)(=O)[CH3:49], predict the reaction product. The product is: [CH2:26]([N:45]([CH2:44][CH2:48][CH3:49])[CH2:25][CH2:10][CH2:9][CH2:8][NH:7][C:35](=[O:34])[C:26]1[CH:25]=[CH:10][C:9]([CH2:8][N:7]([CH2:6][C:2]2[NH:1][CH:5]=[CH:4][N:3]=2)[CH2:36][C:37]2[NH:38][CH:39]=[N:40][C:41]=2[CH3:42])=[CH:28][CH:27]=1)[CH2:27][CH3:28]. (4) Given the reactants [F:1][CH:2]([F:16])[C:3]1[CH:15]=[C:6]2[C:7]([CH2:13][OH:14])=[CH:8][CH:9]=[C:10]([O:11][CH3:12])[N:5]2[N:4]=1, predict the reaction product. The product is: [F:16][CH:2]([F:1])[C:3]1[CH:15]=[C:6]2[C:7]([CH:13]=[O:14])=[CH:8][CH:9]=[C:10]([O:11][CH3:12])[N:5]2[N:4]=1. (5) The product is: [C:1]([N:4]1[CH2:13][CH2:12][C:11]2[N:10]=[CH:9][C:8]([NH2:14])=[CH:7][C:6]=2[CH2:5]1)(=[O:3])[CH3:2]. Given the reactants [C:1]([N:4]1[CH2:13][CH2:12][C:11]2[N:10]=[CH:9][C:8]([N+:14]([O-])=O)=[CH:7][C:6]=2[CH2:5]1)(=[O:3])[CH3:2], predict the reaction product.